This data is from Retrosynthesis with 50K atom-mapped reactions and 10 reaction types from USPTO. The task is: Predict the reactants needed to synthesize the given product. Given the product COc1cccc(C2(O)CCCN(C(=O)c3ccc(Cl)c([N+](=O)[O-])c3)C2)c1, predict the reactants needed to synthesize it. The reactants are: COc1cccc(C2(O)CCCNC2)c1.O=C(Cl)c1ccc(Cl)c([N+](=O)[O-])c1.